This data is from Reaction yield outcomes from USPTO patents with 853,638 reactions. The task is: Predict the reaction yield, written as a fraction of the theoretical maximum amount of product (1.0 means a 100% yield; for example, 0.34 means a 34% yield). (1) The reactants are [CH3:1][C:2]1[CH:7]=[CH:6][C:5]([CH2:8][O:9][C:10]2[CH:15]=[CH:14][CH:13]=[CH:12][CH:11]=2)=[CH:4][N:3]=1.Cl[O:17]OC1C=C(C=CC=1)C(O)=O.C(=O)(O)[O-].[Na+]. The catalyst is C(Cl)Cl. The product is [O:9]([CH2:8][C:5]1[CH:6]=[CH:7][C:2]([CH2:1][OH:17])=[N:3][CH:4]=1)[C:10]1[CH:15]=[CH:14][CH:13]=[CH:12][CH:11]=1. The yield is 0.480. (2) The reactants are [CH3:1][O:2][C:3]1[CH:4]=[C:5]([C:9]2[O:10][CH:11]=[C:12]([C:14]3[CH:19]=[CH:18]C(N)=[CH:16][CH:15]=3)[N:13]=2)[CH:6]=[CH:7][CH:8]=1.C([O-])([O-])=O.[K+].[K+].CI.[CH3:29][N:30]([CH:32]=O)[CH3:31]. No catalyst specified. The product is [CH3:1][O:2][C:3]1[CH:4]=[C:5]([C:9]2[O:10][CH:11]=[C:12]([C:14]3[CH:19]=[CH:18][C:32]([N:30]([CH3:29])[CH3:31])=[CH:16][CH:15]=3)[N:13]=2)[CH:6]=[CH:7][CH:8]=1. The yield is 0.790. (3) The catalyst is C(Cl)Cl. The reactants are [Cl:1][C:2]1[CH:10]=[C:9]([CH:11]([O:15][CH2:16][C:17]2([C:30]3[CH:35]=[CH:34][C:33]([F:36])=[CH:32][CH:31]=3)[CH2:22][CH2:21][N:20]([C:23]([O:25][C:26]([CH3:29])([CH3:28])[CH3:27])=[O:24])[CH2:19][CH2:18]2)[CH2:12][CH2:13][OH:14])[C:8]2[C:4](=[CH:5][N:6]([CH2:37][O:38][CH2:39][CH2:40][Si:41]([CH3:44])([CH3:43])[CH3:42])[N:7]=2)[CH:3]=1.C(N(CC)CC)C.[CH3:52][S:53](Cl)(=[O:55])=[O:54]. The yield is 1.00. The product is [Cl:1][C:2]1[CH:10]=[C:9]([CH:11]([O:15][CH2:16][C:17]2([C:30]3[CH:35]=[CH:34][C:33]([F:36])=[CH:32][CH:31]=3)[CH2:22][CH2:21][N:20]([C:23]([O:25][C:26]([CH3:29])([CH3:28])[CH3:27])=[O:24])[CH2:19][CH2:18]2)[CH2:12][CH2:13][O:14][S:53]([CH3:52])(=[O:55])=[O:54])[C:8]2[C:4](=[CH:5][N:6]([CH2:37][O:38][CH2:39][CH2:40][Si:41]([CH3:42])([CH3:43])[CH3:44])[N:7]=2)[CH:3]=1. (4) The catalyst is C1(C)C(C)=CC=CC=1. The yield is 0.480. The reactants are [CH2:1]([N:4]([CH2:12][C:13](=[N:20][OH:21])[C:14]1[CH:19]=[CH:18][CH:17]=[CH:16][CH:15]=1)[C:5](=[O:11])[O:6][C:7]([CH3:10])([CH3:9])[CH3:8])[CH:2]=[CH2:3]. The product is [C:7]([O:6][C:5]([N:4]1[CH2:1][CH:2]2[C:13]([C:14]3[CH:19]=[CH:18][CH:17]=[CH:16][CH:15]=3)([NH:20][O:21][CH2:3]2)[CH2:12]1)=[O:11])([CH3:10])([CH3:9])[CH3:8]. (5) The reactants are [CH3:1][O:2][C:3]1[CH:4]=[C:5]2[C:10](=[CH:11][C:12]=1[O:13][CH3:14])[N:9]=[CH:8][CH:7]=[C:6]2[O:15][C:16]1[CH:21]=[CH:20][C:19]([NH:22][C:23]([C:25]2([C:28](O)=[O:29])[CH2:27][CH2:26]2)=[O:24])=[CH:18][CH:17]=1.[C:31]([O:35][C:36](=[O:46])[NH:37][CH2:38][C:39]1[CH:44]=[CH:43][C:42](N)=[CH:41][CH:40]=1)([CH3:34])([CH3:33])[CH3:32].C[N:48](C(ON1N=NC2C=CC=NC1=2)=[N+](C)C)C.F[P-](F)(F)(F)(F)F.CCN(C(C)C)C(C)C. The catalyst is O.CC(N(C)C)=O. The product is [C:31]([O:35][C:36](=[O:46])[NH:37][CH2:38][C:39]1[CH:44]=[CH:43][CH:42]=[C:41]([NH:48][C:28]([C:25]2([C:23](=[O:24])[NH:22][C:19]3[CH:18]=[CH:17][C:16]([O:15][C:6]4[C:5]5[C:10](=[CH:11][C:12]([O:13][CH3:14])=[C:3]([O:2][CH3:1])[CH:4]=5)[N:9]=[CH:8][CH:7]=4)=[CH:21][CH:20]=3)[CH2:26][CH2:27]2)=[O:29])[CH:40]=1)([CH3:34])([CH3:33])[CH3:32]. The yield is 0.790. (6) The reactants are [NH2:1][C:2]1[CH:7]=[C:6]([C:8]#[N:9])[CH:5]=[CH:4][C:3]=1[S:10]([NH2:13])(=[O:12])=[O:11].[Cl:14][C:15]1[CH:20]=[CH:19][C:18]([CH:21]=[CH:22][S:23](Cl)(=[O:25])=[O:24])=[C:17]([O:27][CH3:28])[CH:16]=1. No catalyst specified. The product is [Cl:14][C:15]1[CH:20]=[CH:19][C:18](/[CH:21]=[CH:22]/[S:23]([NH:1][C:2]2[CH:7]=[C:6]([C:8]#[N:9])[CH:5]=[CH:4][C:3]=2[S:10]([NH2:13])(=[O:11])=[O:12])(=[O:24])=[O:25])=[C:17]([O:27][CH3:28])[CH:16]=1. The yield is 0.360. (7) The reactants are [Cl:1][C:2]1[C:3]2[CH:12]=[CH:11][CH:10]=[CH:9][C:4]=2[S:5][C:6]=1[CH:7]=O.[CH3:13][NH2:14].[BH4-].[Na+]. The catalyst is CO. The product is [Cl:1][C:2]1[C:3]2[CH:12]=[CH:11][CH:10]=[CH:9][C:4]=2[S:5][C:6]=1[CH2:7][NH:14][CH3:13]. The yield is 0.800. (8) The reactants are [O:1]1[C:5]2([CH2:10][CH2:9][CH:8]([OH:11])[CH2:7][CH2:6]2)[O:4][CH2:3][CH2:2]1.[Cl:12][C:13]1[C:14](F)=[CH:15][C:16]([F:26])=[C:17]([CH:25]=1)[C:18]([O:20][C:21]([CH3:24])([CH3:23])[CH3:22])=[O:19].CC(C)([O-])C.[K+]. The catalyst is CS(C)=O. The product is [O:1]1[C:5]2([CH2:10][CH2:9][CH:8]([O:11][C:14]3[C:13]([Cl:12])=[CH:25][C:17]([C:18]([O:20][C:21]([CH3:22])([CH3:23])[CH3:24])=[O:19])=[C:16]([F:26])[CH:15]=3)[CH2:7][CH2:6]2)[O:4][CH2:3][CH2:2]1. The yield is 0.120.